This data is from Forward reaction prediction with 1.9M reactions from USPTO patents (1976-2016). The task is: Predict the product of the given reaction. (1) Given the reactants [Cl:1][C:2]1[CH:7]=[CH:6][C:5]([C@@H:8]([NH:11][S@@](C(C)(C)C)=O)[CH2:9][CH3:10])=[C:4]([CH2:18]OC)[CH:3]=1.B(Br)(Br)Br.BrCC1C=C(Cl)C=CC=1[C@@H](N)CC.ClC1C=CC([C@@H](NS(C(C)(C)C)=O)CC)=C(CO)C=1.BrCC1C=C(Cl)C=CC=1[C@@H](NS(C(C)(C)C)=O)CC.N[C@H](C1C=CC(Cl)=CC=1CO)CC.CCN(CC)CC.[CH3:96][C:97]([O:100][C:101](O[C:101]([O:100][C:97]([CH3:99])([CH3:98])[CH3:96])=[O:102])=[O:102])([CH3:99])[CH3:98], predict the reaction product. The product is: [Cl:1][C:2]1[CH:3]=[C:4]2[C:5](=[CH:6][CH:7]=1)[C@H:8]([CH2:9][CH3:10])[N:11]([C:101]([O:100][C:97]([CH3:99])([CH3:98])[CH3:96])=[O:102])[CH2:18]2. (2) Given the reactants [Cl:1][C:2]1[CH:3]=[C:4]([NH:9][C:10]2[C:19]3[C:14](=[CH:15][C:16]([O:32][CH3:33])=[C:17]([O:20][CH2:21][CH2:22][CH2:23][N:24]4[CH2:31][CH:30]5[CH:26]([CH2:27][NH:28][CH2:29]5)[CH2:25]4)[CH:18]=3)[N:13]=[CH:12][N:11]=2)[CH:5]=[CH:6][C:7]=1[F:8].C=O.[CH3:36]C(O)=O, predict the reaction product. The product is: [Cl:1][C:2]1[CH:3]=[C:4]([NH:9][C:10]2[C:19]3[C:14](=[CH:15][C:16]([O:32][CH3:33])=[C:17]([O:20][CH2:21][CH2:22][CH2:23][N:24]4[CH2:31][CH:30]5[CH:26]([CH2:27][N:28]([CH3:36])[CH2:29]5)[CH2:25]4)[CH:18]=3)[N:13]=[CH:12][N:11]=2)[CH:5]=[CH:6][C:7]=1[F:8]. (3) Given the reactants [C:1]([C:5]1[N:10]=[CH:9][C:8]([C:11]2[N:12]([C:32](Cl)=[O:33])[C@@:13]([C:25]3[CH:30]=[CH:29][C:28]([Cl:31])=[CH:27][CH:26]=3)([CH3:24])[C@@:14]([C:17]3[CH:22]=[CH:21][C:20]([Cl:23])=[CH:19][CH:18]=3)([CH3:16])[N:15]=2)=[C:7]([O:35][CH2:36][CH3:37])[CH:6]=1)([CH3:4])([CH3:3])[CH3:2].[CH3:38][CH:39]([CH3:48])[C:40]([N:42]1[CH2:47][CH2:46][NH:45][CH2:44][CH2:43]1)=[O:41], predict the reaction product. The product is: [C:1]([C:5]1[N:10]=[CH:9][C:8]([C:11]2[N:12]([C:32]([N:45]3[CH2:46][CH2:47][N:42]([C:40](=[O:41])[CH:39]([CH3:48])[CH3:38])[CH2:43][CH2:44]3)=[O:33])[C@@:13]([C:25]3[CH:26]=[CH:27][C:28]([Cl:31])=[CH:29][CH:30]=3)([CH3:24])[C@@:14]([C:17]3[CH:18]=[CH:19][C:20]([Cl:23])=[CH:21][CH:22]=3)([CH3:16])[N:15]=2)=[C:7]([O:35][CH2:36][CH3:37])[CH:6]=1)([CH3:2])([CH3:3])[CH3:4]. (4) Given the reactants Cl[C:2]1[CH:7]=[N:6][CH:5]=[C:4]([Cl:8])[N:3]=1.[O:9]([CH2:16][CH2:17][OH:18])[C:10]1[CH:15]=[CH:14][CH:13]=[CH:12][CH:11]=1, predict the reaction product. The product is: [Cl:8][C:4]1[CH:5]=[N:6][CH:7]=[C:2]([O:18][CH2:17][CH2:16][O:9][C:10]2[CH:15]=[CH:14][CH:13]=[CH:12][CH:11]=2)[N:3]=1. (5) Given the reactants [C:1]([OH:11])(=[O:10])[C:2]1[CH:7]=[CH:6][CH:5]=[C:4](OC)[CH:3]=1.[C:12]1(C)[CH:17]=CC=C(C(O)=O)[CH:13]=1.C1(C)C=CC=C(CC(O)=O)C=1, predict the reaction product. The product is: [C:1]([OH:11])(=[O:10])[CH2:2][CH2:7][CH2:6][CH2:5][CH2:4][CH2:3][CH2:13][CH2:12][CH3:17].